Task: Predict which catalyst facilitates the given reaction.. Dataset: Catalyst prediction with 721,799 reactions and 888 catalyst types from USPTO (1) Reactant: [C:1]([O:5][C:6](=[O:8])[CH3:7])([CH3:4])([CH3:3])[CH3:2].C([Si](C)(C)[O:14][CH:15]([C:40]([CH3:43])([CH3:42])[CH3:41])[CH2:16][O:17][C:18]1[CH:23]=[CH:22][C:21]([C:24]([C:29]2[S:33][C:32]([S:34]([NH2:37])(=[O:36])=[O:35])=[C:31]([CH3:38])[CH:30]=2)([CH2:27][CH3:28])[CH2:25][CH3:26])=[CH:20][C:19]=1[CH3:39])(C)(C)C.[F-].C([N+](CCCC)(CCCC)CCCC)CCC. Product: [C:1]([O:5][C:6](=[O:8])[CH3:7])([CH3:4])([CH3:3])[CH3:2].[CH2:25]([C:24]([C:29]1[S:33][C:32]([S:34]([NH2:37])(=[O:36])=[O:35])=[C:31]([CH3:38])[CH:30]=1)([C:21]1[CH:22]=[CH:23][C:18]([O:17][CH2:16][CH:15]([OH:14])[C:40]([CH3:42])([CH3:43])[CH3:41])=[C:19]([CH3:39])[CH:20]=1)[CH2:27][CH3:28])[CH3:26]. The catalyst class is: 25. (2) Reactant: Br[C:2]1[N:3]=[C:4]2[CH:10]=[CH:9][N:8]([S:11]([C:14]3[CH:20]=[CH:19][C:17]([CH3:18])=[CH:16][CH:15]=3)(=[O:13])=[O:12])[C:5]2=[N:6][CH:7]=1.[CH3:21][OH:22].CN([CH:26]=[O:27])C. Product: [S:11]([N:8]1[C:5]2=[N:6][CH:7]=[C:2]([C:21]([O:27][CH3:26])=[O:22])[N:3]=[C:4]2[CH:10]=[CH:9]1)([C:14]1[CH:20]=[CH:19][C:17]([CH3:18])=[CH:16][CH:15]=1)(=[O:13])=[O:12]. The catalyst class is: 235. (3) The catalyst class is: 548. Reactant: [OH:1][C@@H:2]1[C@H:6]([OH:7])[C@@H:5]([CH2:8][OH:9])[CH2:4][C@H:3]1[N:10]1[CH:19]=[CH:18][C:17]2[C:12](=[CH:13][C:14]([F:21])=[C:15](F)[CH:16]=2)[C:11]1=[O:22].[CH3:23][S-:24].[Na+]. Product: [OH:1][C@@H:2]1[C@H:6]([OH:7])[C@@H:5]([CH2:8][OH:9])[CH2:4][C@H:3]1[N:10]1[CH:19]=[CH:18][C:17]2[C:12](=[CH:13][C:14]([F:21])=[C:15]([S:24][CH3:23])[CH:16]=2)[C:11]1=[O:22]. (4) Reactant: [CH2:1]([Mg]Br)[CH:2]([CH3:4])[CH3:3].[CH:7](=[O:14])[C:8]1[CH:13]=[CH:12][CH:11]=[CH:10][CH:9]=1.[Cl-].[NH4+]. Product: [CH3:3][CH:2]([CH3:4])[CH2:1][CH:7]([C:8]1[CH:13]=[CH:12][CH:11]=[CH:10][CH:9]=1)[OH:14]. The catalyst class is: 7. (5) Reactant: Cl[C:2]1[C:3]([C:16]2[CH:21]=[CH:20][C:19]([F:22])=[CH:18][CH:17]=2)=[N:4][C:5]2[C:10]([N:11]=1)=[CH:9][C:8]([C:12]([O:14][CH3:15])=[O:13])=[CH:7][CH:6]=2.[CH:23]1([NH2:27])[CH2:26][CH2:25][CH2:24]1.CCN(C(C)C)C(C)C. Product: [CH:23]1([NH:27][C:2]2[C:3]([C:16]3[CH:21]=[CH:20][C:19]([F:22])=[CH:18][CH:17]=3)=[N:4][C:5]3[C:10]([N:11]=2)=[CH:9][C:8]([C:12]([O:14][CH3:15])=[O:13])=[CH:7][CH:6]=3)[CH2:26][CH2:25][CH2:24]1. The catalyst class is: 16. (6) Reactant: [N-:1]=[N+:2]=[N-:3].[Na+].[CH:5]12[O:11][CH:10]1[CH2:9][O:8][CH2:7][CH2:6]2.[Cl-].[NH4+]. Product: [N:1]([C@@H:5]1[CH2:6][CH2:7][O:8][CH2:9][C@H:10]1[OH:11])=[N+:2]=[N-:3]. The catalyst class is: 24. (7) Reactant: C([N:14]1[CH2:17][C:16](=[CH:18][C:19]([O:21][CH2:22][CH3:23])=[O:20])[CH2:15]1)(C1C=CC=CC=1)C1C=CC=CC=1.[ClH:24]. Product: [ClH:24].[NH:14]1[CH2:17][CH:16]([CH2:18][C:19]([O:21][CH2:22][CH3:23])=[O:20])[CH2:15]1. The catalyst class is: 178.